This data is from Forward reaction prediction with 1.9M reactions from USPTO patents (1976-2016). The task is: Predict the product of the given reaction. Given the reactants [CH3:1][O:2][C:3]1[CH:4]=[N:5][C:6]([N:11]2[C:20](=[O:21])[C:19]3[C:14](=[CH:15][C:16]([C:22](O)=[O:23])=[CH:17][CH:18]=3)[NH:13][C:12]2=[S:25])=[N:7][C:8]=1[O:9][CH3:10].CN(C(ON1N=NC2C=CC=NC1=2)=[N+](C)C)C.F[P-](F)(F)(F)(F)F.CCN(C(C)C)C(C)C.[NH2:59][C:60]1[CH:61]=[C:62]([CH:71]=[CH:72][CH:73]=1)[C:63]([C:65]1[CH:70]=[CH:69][CH:68]=[CH:67][CH:66]=1)=[O:64], predict the reaction product. The product is: [C:63]([C:62]1[CH:61]=[C:60]([NH:59][C:22]([C:16]2[CH:15]=[C:14]3[C:19]([C:20](=[O:21])[N:11]([C:6]4[N:7]=[C:8]([O:9][CH3:10])[C:3]([O:2][CH3:1])=[CH:4][N:5]=4)[C:12](=[S:25])[NH:13]3)=[CH:18][CH:17]=2)=[O:23])[CH:73]=[CH:72][CH:71]=1)(=[O:64])[C:65]1[CH:66]=[CH:67][CH:68]=[CH:69][CH:70]=1.